The task is: Predict the reactants needed to synthesize the given product.. This data is from Full USPTO retrosynthesis dataset with 1.9M reactions from patents (1976-2016). (1) Given the product [Cl:1][C:2]1[CH:10]=[C:9]([I:11])[CH:8]=[C:7]([Cl:12])[C:3]=1[C:4]([Cl:15])=[O:5], predict the reactants needed to synthesize it. The reactants are: [Cl:1][C:2]1[CH:10]=[C:9]([I:11])[CH:8]=[C:7]([Cl:12])[C:3]=1[C:4](O)=[O:5].S(Cl)([Cl:15])=O. (2) Given the product [C:1]([O:5][C:6]([NH:8][CH:9]([CH:13]([CH3:15])[CH3:14])[C:10]([O:12][CH2:21][Cl:22])=[O:11])=[O:7])([CH3:4])([CH3:3])[CH3:2], predict the reactants needed to synthesize it. The reactants are: [C:1]([O:5][C:6]([NH:8][CH:9]([CH:13]([CH3:15])[CH3:14])[C:10]([OH:12])=[O:11])=[O:7])([CH3:4])([CH3:3])[CH3:2].C([O-])(O)=O.[Na+].[CH2:21](Cl)[Cl:22]. (3) Given the product [CH3:1][O:2][C:3]([C@H:5]1[CH2:10][CH2:9][C@H:8]([CH2:11][N:12]2[C:16]3=[N:17][C:18]([N:21]([CH2:23][CH2:24][N:25]([CH3:27])[CH3:26])[CH3:22])=[CH:19][CH:20]=[C:15]3[N:14]([CH3:29])[C:13]2=[O:28])[CH2:7][CH2:6]1)=[O:4], predict the reactants needed to synthesize it. The reactants are: [CH3:1][O:2][C:3]([C@H:5]1[CH2:10][CH2:9][C@H:8]([CH2:11][N:12]2[C:16]3=[N:17][C:18]([N:21]([CH2:23][CH2:24][N:25]([CH3:27])[CH3:26])[CH3:22])=[CH:19][CH:20]=[C:15]3[NH:14][C:13]2=[O:28])[CH2:7][CH2:6]1)=[O:4].[C:29]([O-])([O-])=O.[K+].[K+].CI. (4) Given the product [Br:1][C:2]1[S:3][C:4]([CH:8]([OH:9])[CH3:13])=[C:5]([CH3:7])[N:6]=1, predict the reactants needed to synthesize it. The reactants are: [Br:1][C:2]1[S:3][C:4]([CH:8]=[O:9])=[C:5]([CH3:7])[N:6]=1.C[Mg+].[Br-].[CH3:13]COCC.